The task is: Predict which catalyst facilitates the given reaction.. This data is from Catalyst prediction with 721,799 reactions and 888 catalyst types from USPTO. (1) Reactant: [O:1]=[C:2]1[CH2:7][NH:6][CH:5]([C:8]([OH:10])=[O:9])[CH2:4][CH2:3]1.[C:11]([O:15][C:16](O[C:16]([O:15][C:11]([CH3:14])([CH3:13])[CH3:12])=[O:17])=[O:17])([CH3:14])([CH3:13])[CH3:12].C(N(CC)CC)C.Cl. Product: [C:11]([O:15][C:16]([N:6]1[CH2:7][C:2](=[O:1])[CH2:3][CH2:4][CH:5]1[C:8]([OH:10])=[O:9])=[O:17])([CH3:14])([CH3:13])[CH3:12]. The catalyst class is: 2. (2) Reactant: [C:1]([O:5][C:6](=[O:27])[NH:7][CH:8]1[CH2:13][CH2:12][N:11]([S:14]([C:17]2[CH:22]=[CH:21][C:20]([N+:23]([O-])=O)=[C:19]([Cl:26])[CH:18]=2)(=[O:16])=[O:15])[CH2:10][CH2:9]1)([CH3:4])([CH3:3])[CH3:2].C(O)C.[Cl-].[NH4+]. Product: [C:1]([O:5][C:6](=[O:27])[NH:7][CH:8]1[CH2:9][CH2:10][N:11]([S:14]([C:17]2[CH:22]=[CH:21][C:20]([NH2:23])=[C:19]([Cl:26])[CH:18]=2)(=[O:16])=[O:15])[CH2:12][CH2:13]1)([CH3:4])([CH3:2])[CH3:3]. The catalyst class is: 150. (3) Reactant: [CH2:1]([N:3]1[C:7]([CH2:8][CH2:9][CH2:10][NH:11][C:12](=O)[CH2:13][CH2:14][C:15]2[CH:20]=[CH:19][C:18]([C:21]([F:24])([F:23])[F:22])=[CH:17][C:16]=2[F:25])=[CH:6][C:5]([CH3:27])=[N:4]1)[CH3:2].P(Cl)(Cl)(Cl)=O.[BH4-].[Na+]. Product: [CH2:1]([N:3]1[C:7]2[CH2:8][CH2:9][CH2:10][NH:11][CH:12]([CH2:13][CH2:14][C:15]3[CH:20]=[CH:19][C:18]([C:21]([F:24])([F:23])[F:22])=[CH:17][C:16]=3[F:25])[C:6]=2[C:5]([CH3:27])=[N:4]1)[CH3:2]. The catalyst class is: 382.